Task: Predict the product of the given reaction.. Dataset: Forward reaction prediction with 1.9M reactions from USPTO patents (1976-2016) (1) Given the reactants [NH2:1][C:2]1[C:11]2[N:10]=[CH:9][C:8]([CH2:12][CH2:13][C:14]3[CH:30]=[CH:29][C:17]([O:18][CH2:19][CH2:20][CH2:21][C:22]([P:25](=[O:28])([OH:27])[OH:26])([F:24])[F:23])=[CH:16][C:15]=3[CH3:31])=[CH:7][C:6]=2[C:5]2[CH:32]=[CH:33][C:34]([CH2:36][CH2:37][C:38]([O:40]CC)=[O:39])=[CH:35][C:4]=2[N:3]=1.[OH-].[Na+], predict the reaction product. The product is: [NH2:1][C:2]1[C:11]2[N:10]=[CH:9][C:8]([CH2:12][CH2:13][C:14]3[CH:30]=[CH:29][C:17]([O:18][CH2:19][CH2:20][CH2:21][C:22]([F:23])([F:24])[P:25]([OH:28])([OH:27])=[O:26])=[CH:16][C:15]=3[CH3:31])=[CH:7][C:6]=2[C:5]2[CH:32]=[CH:33][C:34]([CH2:36][CH2:37][C:38]([OH:40])=[O:39])=[CH:35][C:4]=2[N:3]=1. (2) Given the reactants [OH:1][C:2]1[CH:11]=[C:10]2[C:5]([C:6]([O:12][C:13]3[C:18]([CH3:19])=[CH:17][C:16]([NH:20][C:21]([NH:23][CH2:24][CH2:25][CH3:26])=[O:22])=[C:15]([CH3:27])[CH:14]=3)=[CH:7][CH:8]=[N:9]2)=[CH:4][C:3]=1[O:28][CH3:29].C(=O)([O-])[O-].[K+].[K+].[Br:36][CH2:37][CH2:38][CH2:39]Br.O, predict the reaction product. The product is: [Br:36][CH2:37][CH2:38][CH2:39][O:1][C:2]1[CH:11]=[C:10]2[C:5]([C:6]([O:12][C:13]3[C:18]([CH3:19])=[CH:17][C:16]([NH:20][C:21]([NH:23][CH2:24][CH2:25][CH3:26])=[O:22])=[C:15]([CH3:27])[CH:14]=3)=[CH:7][CH:8]=[N:9]2)=[CH:4][C:3]=1[O:28][CH3:29]. (3) Given the reactants Br[C:2]1[C:11]2[C:6](=[C:7]([F:12])[CH:8]=[CH:9][CH:10]=2)[C:5](=[O:13])[N:4]([NH:14][CH2:15][CH3:16])[C:3]=1[CH3:17].C1(P(C2C=CC=CC=2)C2C3OC4C(=CC=CC=4P(C4C=CC=CC=4)C4C=CC=CC=4)C(C)(C)C=3C=CC=2)C=CC=CC=1.[C:60](=O)([O-:62])[O-:61].[Na+].[Na+].[C]=O, predict the reaction product. The product is: [CH2:15]([NH:14][N:4]1[C:3]([CH3:17])=[C:2]([C:60]([OH:62])=[O:61])[C:11]2[C:6](=[C:7]([F:12])[CH:8]=[CH:9][CH:10]=2)[C:5]1=[O:13])[CH3:16]. (4) Given the reactants [CH3:1][O:2][C:3]1[CH:8]=[CH:7][C:6]([O:9][CH3:10])=[CH:5][C:4]=1[C:11]1[N:15]([CH2:16][C:17]([OH:19])=O)[C:14]2[CH:20]=[CH:21][CH:22]=[CH:23][C:13]=2[N:12]=1.[C:24]1([C:39]2[CH:44]=[CH:43][CH:42]=[CH:41][CH:40]=2)[CH:29]=[CH:28][C:27]([O:30][C:31]2[CH:32]=[CH:33][C:34]([F:38])=[C:35]([CH:37]=2)[NH2:36])=[CH:26][CH:25]=1.CN(C(ON1N=NC2C=CC=NC1=2)=[N+](C)C)C.F[P-](F)(F)(F)(F)F, predict the reaction product. The product is: [C:24]1([C:39]2[CH:44]=[CH:43][CH:42]=[CH:41][CH:40]=2)[CH:25]=[CH:26][C:27]([O:30][C:31]2[CH:32]=[CH:33][C:34]([F:38])=[C:35]([NH:36][C:17](=[O:19])[CH2:16][N:15]3[C:14]4[CH:20]=[CH:21][CH:22]=[CH:23][C:13]=4[N:12]=[C:11]3[C:4]3[CH:5]=[C:6]([O:9][CH3:10])[CH:7]=[CH:8][C:3]=3[O:2][CH3:1])[CH:37]=2)=[CH:28][CH:29]=1. (5) The product is: [N:1]1([C:18]([C:17]2[CH:16]=[N:15][C:14]([O:13][C:12]3[CH:25]=[CH:26][C:9]([F:8])=[CH:10][CH:11]=3)=[CH:24][CH:23]=2)=[O:19])[CH2:7][CH2:6][CH2:5][NH:4][CH2:3][CH2:2]1. Given the reactants [NH:1]1[CH2:7][CH2:6][CH2:5][NH:4][CH2:3][CH2:2]1.[F:8][C:9]1[CH:26]=[CH:25][C:12]([O:13][C:14]2[CH:24]=[CH:23][C:17]([C:18](OCC)=[O:19])=[CH:16][N:15]=2)=[CH:11][CH:10]=1.C([Li])CCCCC.[OH-].[Na+], predict the reaction product. (6) Given the reactants [NH2:1][C:2]1[CH:10]=[CH:9][C:5]2[NH:6][CH:7]=[N:8][C:4]=2[CH:3]=1.[N:11]([C:14]1[CH:19]=[CH:18][C:17]([I:20])=[CH:16][CH:15]=1)=[C:12]=[S:13], predict the reaction product. The product is: [NH:6]1[C:5]2[CH:9]=[CH:10][C:2]([NH:1][C:12]([NH:11][C:14]3[CH:19]=[CH:18][C:17]([I:20])=[CH:16][CH:15]=3)=[S:13])=[CH:3][C:4]=2[N:8]=[CH:7]1.